This data is from Forward reaction prediction with 1.9M reactions from USPTO patents (1976-2016). The task is: Predict the product of the given reaction. (1) Given the reactants [F:1][C:2]1[CH:3]=[CH:4][C:5]([O:9][C:10]2[CH:15]=[CH:14][CH:13]=[CH:12][CH:11]=2)=[C:6]([NH2:8])[CH:7]=1.[CH3:16][O:17][C:18]1[CH:19]=[CH:20][C:21]([O:26][CH2:27][CH2:28][O:29][S:30]([C:33]2[CH:39]=[CH:38][C:36]([CH3:37])=[CH:35][CH:34]=2)(=[O:32])=[O:31])=[C:22]([CH:25]=1)[CH:23]=O.[Na], predict the reaction product. The product is: [F:1][C:2]1[CH:3]=[CH:4][C:5]([O:9][C:10]2[CH:15]=[CH:14][CH:13]=[CH:12][CH:11]=2)=[C:6]([NH:8][CH2:23][C:22]2[CH:25]=[C:18]([O:17][CH3:16])[CH:19]=[CH:20][C:21]=2[O:26][CH2:27][CH2:28][O:29][S:30]([C:33]2[CH:34]=[CH:35][C:36]([CH3:37])=[CH:38][CH:39]=2)(=[O:32])=[O:31])[CH:7]=1. (2) Given the reactants C([O:8][P:9](=[O:53])([O:45]CC1C=CC=CC=1)[O:10][CH2:11][CH2:12][O:13][C:14]1[CH:19]=[C:18]([NH:20][C:21]2[C:30]3[C:25](=[CH:26][C:27]([C:31]4[C:36]([C:37]([F:40])([F:39])[F:38])=[CH:35][CH:34]=[CH:33][N:32]=4)=[CH:28][CH:29]=3)[N:24]=[CH:23][N:22]=2)[CH:17]=[CH:16][C:15]=1[C:41]([CH3:44])([CH3:43])[CH3:42])C1C=CC=CC=1.[H][H], predict the reaction product. The product is: [C:41]([C:15]1[CH:16]=[CH:17][C:18]([NH:20][C:21]2[C:30]3[C:25](=[CH:26][C:27]([C:31]4[C:36]([C:37]([F:40])([F:39])[F:38])=[CH:35][CH:34]=[CH:33][N:32]=4)=[CH:28][CH:29]=3)[N:24]=[CH:23][N:22]=2)=[CH:19][C:14]=1[O:13][CH2:12][CH2:11][O:10][P:9](=[O:8])([OH:53])[OH:45])([CH3:44])([CH3:42])[CH3:43]. (3) Given the reactants [NH2:1][C@H:2]([CH2:6][OH:7])[CH:3]([CH3:5])[CH3:4].[CH2:8]([O:15][C:16](Cl)=[O:17])[C:9]1[CH:14]=[CH:13][CH:12]=[CH:11][CH:10]=1.C(N(CC)CC)C, predict the reaction product. The product is: [CH2:8]([O:15][C:16](=[O:17])[NH:1][C@H:2]([CH2:6][OH:7])[CH:3]([CH3:5])[CH3:4])[C:9]1[CH:14]=[CH:13][CH:12]=[CH:11][CH:10]=1. (4) Given the reactants Cl[C:2]1[C:3]([C:12]([O:14][CH2:15][CH3:16])=[O:13])=[N:4][C:5]2[C:10]([N:11]=1)=[CH:9][CH:8]=[CH:7][CH:6]=2.[CH3:17][O-:18].[Na+].[Cl-].[NH4+], predict the reaction product. The product is: [CH3:17][O:18][C:2]1[C:3]([C:12]([O:14][CH2:15][CH3:16])=[O:13])=[N:4][C:5]2[C:10]([N:11]=1)=[CH:9][CH:8]=[CH:7][CH:6]=2. (5) Given the reactants [C:1]([N:4]1[CH2:9][CH2:8][C:7]([C:23]2[CH:36]=[CH:35][C:26]([O:27][CH2:28][C:29](=[O:34])[C:30]([CH3:33])([CH3:32])[CH3:31])=[C:25]([CH3:37])[CH:24]=2)([C:10]2[CH:15]=[CH:14][C:13]([O:16][CH2:17][CH:18]([OH:21])[CH2:19][OH:20])=[C:12]([CH3:22])[CH:11]=2)[CH2:6][CH2:5]1)(=[O:3])[CH3:2].[BH4-].[Na+], predict the reaction product. The product is: [OH:21][C@@H:18]([CH2:19][OH:20])[CH2:17][O:16][C:13]1[CH:14]=[CH:15][C:10]([C:7]2([C:23]3[CH:36]=[CH:35][C:26]([O:27][CH2:28][CH:29]([OH:34])[C:30]([CH3:31])([CH3:32])[CH3:33])=[C:25]([CH3:37])[CH:24]=3)[CH2:6][CH2:5][N:4]([C:1](=[O:3])[CH3:2])[CH2:9][CH2:8]2)=[CH:11][C:12]=1[CH3:22]. (6) Given the reactants [F:1][C:2]1[CH:7]=[CH:6][CH:5]=[C:4](/[CH:8]=[CH:9]/[C:10]2[CH:15]=[CH:14][C:13]([N+:16]([O-])=O)=[CH:12][CH:11]=2)[CH:3]=1, predict the reaction product. The product is: [F:1][C:2]1[CH:3]=[C:4]([CH2:8][CH2:9][C:10]2[CH:11]=[CH:12][C:13]([NH2:16])=[CH:14][CH:15]=2)[CH:5]=[CH:6][CH:7]=1.